The task is: Predict the reactants needed to synthesize the given product.. This data is from Full USPTO retrosynthesis dataset with 1.9M reactions from patents (1976-2016). Given the product [C:9]1([C@:15]2([CH2:27][N:28]3[C:32]([S:34][CH3:33])=[N:31][CH:30]=[N:29]3)[C@@H:17]([C:18]3[CH:23]=[CH:22][C:21]([Cl:24])=[C:20]([Cl:25])[C:19]=3[Cl:26])[O:16]2)[CH:10]=[CH:11][CH:12]=[CH:13][CH:14]=1, predict the reactants needed to synthesize it. The reactants are: [Li+].CC([N-]C(C)C)C.[C:9]1([C@:15]2([CH2:27][N:28]3[CH:32]=[N:31][CH:30]=[N:29]3)[C@@H:17]([C:18]3[CH:23]=[CH:22][C:21]([Cl:24])=[C:20]([Cl:25])[C:19]=3[Cl:26])[O:16]2)[CH:14]=[CH:13][CH:12]=[CH:11][CH:10]=1.[CH3:33][S:34]SC.[Cl-].[NH4+].